This data is from Full USPTO retrosynthesis dataset with 1.9M reactions from patents (1976-2016). The task is: Predict the reactants needed to synthesize the given product. Given the product [F:1][C:2]([F:18])([F:19])[C:3]([NH:5][C@@H:6]1[CH2:7][CH2:8][CH2:9][C:10]2[CH:11]=[C:12]([CH2:16][O:17][C:20](=[O:22])[CH3:21])[CH:13]=[CH:14][C:15]1=2)=[O:4], predict the reactants needed to synthesize it. The reactants are: [F:1][C:2]([F:19])([F:18])[C:3]([NH:5][C@H:6]1[C:15]2[C:10](=[CH:11][C:12]([CH2:16][OH:17])=[CH:13][CH:14]=2)[CH2:9][CH2:8][CH2:7]1)=[O:4].[C:20](OC(=O)C)(=[O:22])[CH3:21].C(N(CC)CC)C.